From a dataset of Reaction yield outcomes from USPTO patents with 853,638 reactions. Predict the reaction yield, written as a fraction of the theoretical maximum amount of product (1.0 means a 100% yield; for example, 0.34 means a 34% yield). (1) The reactants are [CH2:1]([NH2:3])[CH3:2].[Cl:4][C:5]1[N:6]=[C:7](Cl)[C:8]2[CH2:14][O:13][CH2:12][CH:11]([C:15]3[CH:20]=[C:19]([F:21])[CH:18]=[C:17]([F:22])[CH:16]=3)[C:9]=2[N:10]=1.CCN(C(C)C)C(C)C. The catalyst is C1COCC1. The product is [Cl:4][C:5]1[N:6]=[C:7]([NH:3][CH2:1][CH3:2])[C:8]2[CH2:14][O:13][CH2:12][CH:11]([C:15]3[CH:20]=[C:19]([F:21])[CH:18]=[C:17]([F:22])[CH:16]=3)[C:9]=2[N:10]=1. The yield is 0.870. (2) The reactants are CC1C2C(=CC=CC=2[N+]([O-])=O)NC=1.[CH3:14][C:15]1[C:23]2[C:18](=[CH:19][C:20]([N+:24]([O-])=O)=[CH:21][CH:22]=2)[NH:17][CH:16]=1. The catalyst is C(O)C.[Pd]. The product is [CH3:14][C:15]1[C:23]2[C:18](=[CH:19][C:20]([NH2:24])=[CH:21][CH:22]=2)[NH:17][CH:16]=1. The yield is 0.240. (3) The reactants are [Cl:1][C:2]1[C:7]([C:8]2[C:9]([O:16]C)=[N:10][C:11]([O:14]C)=[N:12][CH:13]=2)=[CH:6][C:5]([F:18])=[CH:4][N:3]=1. The catalyst is CO. The product is [ClH:1].[Cl:1][C:2]1[C:7]([C:8]2[C:9](=[O:16])[NH:10][C:11](=[O:14])[NH:12][CH:13]=2)=[CH:6][C:5]([F:18])=[CH:4][N:3]=1. The yield is 0.970. (4) The reactants are [Br:1][C:2]1[C:3]2[N:11]([CH2:12][CH3:13])[C:10]([C:14](=[N:17][OH:18])[C:15]#[N:16])=[N:9][C:4]=2[C:5]([Cl:8])=[N:6][CH:7]=1.C([N:21](CC)CC)C.NO. The catalyst is O1CCOCC1.CO. The product is [Br:1][C:2]1[C:3]2[N:11]([CH2:12][CH3:13])[C:10]([C:14]3[C:15]([NH2:21])=[N:16][O:18][N:17]=3)=[N:9][C:4]=2[C:5]([Cl:8])=[N:6][CH:7]=1. The yield is 0.700. (5) The reactants are [N:1]1[CH:6]=[CH:5][CH:4]=[N:3][C:2]=1[C:7]1[CH:8]=[CH:9][C:10](=[O:13])[NH:11][CH:12]=1.[Br:14]N1C(=O)CCC1=O. The catalyst is CN(C)C=O.O. The product is [Br:14][C:9]1[C:10](=[O:13])[NH:11][CH:12]=[C:7]([C:2]2[N:3]=[CH:4][CH:5]=[CH:6][N:1]=2)[CH:8]=1. The yield is 0.510. (6) The reactants are [CH3:1][O:2][C:3]1[CH:8]=[CH:7][C:6]([C:9](=[O:19])[CH2:10][C:11]2[CH:16]=[CH:15][C:14]([O:17][CH3:18])=[CH:13][CH:12]=2)=[CH:5][CH:4]=1.CS(C)=[O:22]. No catalyst specified. The product is [CH3:18][O:17][C:14]1[CH:15]=[CH:16][C:11]([C:10](=[O:22])[C:9]([C:6]2[CH:5]=[CH:4][C:3]([O:2][CH3:1])=[CH:8][CH:7]=2)=[O:19])=[CH:12][CH:13]=1. The yield is 0.760.